Dataset: NCI-60 drug combinations with 297,098 pairs across 59 cell lines. Task: Regression. Given two drug SMILES strings and cell line genomic features, predict the synergy score measuring deviation from expected non-interaction effect. (1) Drug 1: C1CN1C2=NC(=NC(=N2)N3CC3)N4CC4. Drug 2: CC(CN1CC(=O)NC(=O)C1)N2CC(=O)NC(=O)C2. Cell line: SN12C. Synergy scores: CSS=27.3, Synergy_ZIP=-5.27, Synergy_Bliss=-2.63, Synergy_Loewe=-17.5, Synergy_HSA=-1.81. (2) Drug 1: CC1=C2C(C(=O)C3(C(CC4C(C3C(C(C2(C)C)(CC1OC(=O)C(C(C5=CC=CC=C5)NC(=O)OC(C)(C)C)O)O)OC(=O)C6=CC=CC=C6)(CO4)OC(=O)C)OC)C)OC. Drug 2: CS(=O)(=O)C1=CC(=C(C=C1)C(=O)NC2=CC(=C(C=C2)Cl)C3=CC=CC=N3)Cl. Cell line: BT-549. Synergy scores: CSS=51.7, Synergy_ZIP=4.48, Synergy_Bliss=3.14, Synergy_Loewe=-27.4, Synergy_HSA=3.37.